The task is: Predict the reaction yield, written as a fraction of the theoretical maximum amount of product (1.0 means a 100% yield; for example, 0.34 means a 34% yield).. This data is from Reaction yield outcomes from USPTO patents with 853,638 reactions. (1) The reactants are [Cl:1][C:2]1[C:7](B2OC(C)(C)C(C)(C)O2)=[CH:6][N:5]=[C:4]2[N:17]([CH2:20][O:21][CH2:22][CH2:23][Si:24]([CH3:27])([CH3:26])[CH3:25])[CH:18]=[CH:19][C:3]=12.Br[C:29]1[CH:30]=[C:31]([CH:35]([OH:41])[C:36]([N:38]([CH3:40])[CH3:39])=[O:37])[CH:32]=[N:33][CH:34]=1. The catalyst is C1COCC1.C(#N)C.C1C=CC([PH+]([C]2[CH][CH][CH][CH]2)C2C=CC=CC=2)=CC=1.C1C=CC([PH+]([C]2[CH][CH][CH][CH]2)C2C=CC=CC=2)=CC=1.C(Cl)Cl.Cl[Pd]Cl.[Fe]. The product is [Cl:1][C:2]1[C:7]([C:29]2[CH:30]=[C:31]([CH:35]([OH:41])[C:36]([N:38]([CH3:39])[CH3:40])=[O:37])[CH:32]=[N:33][CH:34]=2)=[CH:6][N:5]=[C:4]2[N:17]([CH2:20][O:21][CH2:22][CH2:23][Si:24]([CH3:25])([CH3:26])[CH3:27])[CH:18]=[CH:19][C:3]=12. The yield is 0.850. (2) The reactants are [CH3:1][C:2]1[O:6][N:5]=[C:4]([C:7]2[CH:12]=[CH:11][CH:10]=[CH:9][N:8]=2)[C:3]=1[CH2:13][CH2:14][C:15]1[S:16][C:17]([C:20]([OH:22])=O)=[CH:18][N:19]=1.[O:23]=[S:24]1(=[O:30])[CH2:28][CH2:27][CH:26]([NH2:29])[CH2:25]1. No catalyst specified. The product is [O:23]=[S:24]1(=[O:30])[CH2:28][CH2:27][CH:26]([NH:29][C:20]([C:17]2[S:16][C:15]([CH2:14][CH2:13][C:3]3[C:4]([C:7]4[CH:12]=[CH:11][CH:10]=[CH:9][N:8]=4)=[N:5][O:6][C:2]=3[CH3:1])=[N:19][CH:18]=2)=[O:22])[CH2:25]1. The yield is 0.370. (3) The reactants are C[C:2]1[C:10]([Br:11])=[CH:9][C:5]([C:6]([OH:8])=[O:7])=[C:4]([CH3:12])[C:3]=1[N+:13]([O-:15])=[O:14].IC.[C:18](=O)([O-])[O-].[Na+].[Na+]. The catalyst is CN(C=O)C.O. The product is [Br:11][C:10]1[CH:2]=[C:3]([N+:13]([O-:15])=[O:14])[C:4]([CH3:12])=[C:5]([CH:9]=1)[C:6]([O:8][CH3:18])=[O:7]. The yield is 0.920. (4) The reactants are [C:1]([O:5][C:6]([NH:8][C:9]1([CH2:12][C:13]([OH:15])=O)[CH2:11][CH2:10]1)=[O:7])([CH3:4])([CH3:3])[CH3:2].[CH2:16]([O:23][N:24]1[C:30](=[O:31])[N:29]2[CH2:32][C@H:25]1[CH2:26][CH2:27][C@H:28]2[C:33]([NH:35][NH2:36])=[O:34])[C:17]1[CH:22]=[CH:21][CH:20]=[CH:19][CH:18]=1.CCN(C(C)C)C(C)C.CN(C(ON1N=NC2C=CC=NC1=2)=[N+](C)C)C.F[P-](F)(F)(F)(F)F. The catalyst is CN(C=O)C. The product is [CH2:16]([O:23][N:24]1[C:30](=[O:31])[N:29]2[CH2:32][C@H:25]1[CH2:26][CH2:27][C@H:28]2[C:33]([NH:35][NH:36][C:13](=[O:15])[CH2:12][C:9]1([NH:8][C:6](=[O:7])[O:5][C:1]([CH3:2])([CH3:3])[CH3:4])[CH2:10][CH2:11]1)=[O:34])[C:17]1[CH:22]=[CH:21][CH:20]=[CH:19][CH:18]=1. The yield is 0.700. (5) The product is [F:34][C:35]1[CH:40]=[CH:39][CH:38]=[CH:37][C:36]=1[C:14]1[N:19]=[C:18]2[N:20]([CH2:23][C:24]3[CH:25]=[C:26]4[C:31](=[CH:32][CH:33]=3)[N:30]=[CH:29][CH:28]=[CH:27]4)[N:21]=[N:22][C:17]2=[N:16][CH:15]=1. The reactants are COCCOC.C([O-])([O-])=O.[Na+].[Na+].Br[C:14]1[N:19]=[C:18]2[N:20]([CH2:23][C:24]3[CH:25]=[C:26]4[C:31](=[CH:32][CH:33]=3)[N:30]=[CH:29][CH:28]=[CH:27]4)[N:21]=[N:22][C:17]2=[N:16][CH:15]=1.[F:34][C:35]1[CH:40]=[CH:39][CH:38]=[CH:37][C:36]=1B(O)O. The catalyst is ClCCl.C1C=CC(P(C2C=CC=CC=2)[C-]2C=CC=C2)=CC=1.C1C=CC(P(C2C=CC=CC=2)[C-]2C=CC=C2)=CC=1.Cl[Pd]Cl.[Fe+2]. The yield is 0.740. (6) The catalyst is CS(C)=O.CO. The product is [CH3:35][O:34][C:32]1[CH:33]=[C:28]([CH2:27][CH2:26][C:24]2[CH:25]=[C:21]([NH:20][C:18]([C:15]3[CH:14]=[N:13][C:12]([N:7]4[CH2:8][CH2:9][CH2:10][N:4]([CH2:1][CH:2]=[CH2:3])[CH2:5][CH2:6]4)=[CH:17][N:16]=3)=[O:19])[NH:22][N:23]=2)[CH:29]=[C:30]([O:36][CH3:37])[CH:31]=1. The yield is 0.690. The reactants are [CH2:1]([N:4]1[CH2:10][CH2:9][CH2:8][NH:7][CH2:6][CH2:5]1)[CH:2]=[CH2:3].Cl[C:12]1[N:13]=[CH:14][C:15]([C:18]([NH:20][C:21]2[NH:22][N:23]=[C:24]([CH2:26][CH2:27][C:28]3[CH:33]=[C:32]([O:34][CH3:35])[CH:31]=[C:30]([O:36][CH3:37])[CH:29]=3)[CH:25]=2)=[O:19])=[N:16][CH:17]=1.